From a dataset of Catalyst prediction with 721,799 reactions and 888 catalyst types from USPTO. Predict which catalyst facilitates the given reaction. (1) Reactant: [Br:1][C:2]1[N:3]=[C:4]2[C:10]([C:11]([OH:13])=O)=[CH:9][N:8]([CH2:14][O:15][CH2:16][CH2:17][Si:18]([CH3:21])([CH3:20])[CH3:19])[C:5]2=[N:6][CH:7]=1.[CH2:22]([N:29]1[CH2:33][CH2:32][C@@H:31]([NH2:34])[CH2:30]1)[C:23]1[CH:28]=[CH:27][CH:26]=[CH:25][CH:24]=1.CCN(C(C)C)C(C)C.CN(C(ON1N=NC2C=CC=NC1=2)=[N+](C)C)C.F[P-](F)(F)(F)(F)F. Product: [CH2:22]([N:29]1[CH2:33][CH2:32][C@@H:31]([NH:34][C:11]([C:10]2[C:4]3[C:5](=[N:6][CH:7]=[C:2]([Br:1])[N:3]=3)[N:8]([CH2:14][O:15][CH2:16][CH2:17][Si:18]([CH3:21])([CH3:20])[CH3:19])[CH:9]=2)=[O:13])[CH2:30]1)[C:23]1[CH:24]=[CH:25][CH:26]=[CH:27][CH:28]=1. The catalyst class is: 174. (2) Reactant: [NH2:1][C:2]1[S:3][C:4]2[CH:10]=[C:9]([O:11][C:12]3[CH:13]=[C:14]([NH:19][C:20](=[O:33])[C:21]4[CH:26]=[CH:25][CH:24]=[C:23]([C:27]([C:30]#[N:31])([CH3:29])[CH3:28])[C:22]=4[Cl:32])[CH:15]=[CH:16][C:17]=3[F:18])[CH:8]=[CH:7][C:5]=2[N:6]=1.[C:34](Cl)(=[O:36])[CH3:35].N1C=CC=CC=1.O. Product: [C:34]([NH:1][C:2]1[S:3][C:4]2[CH:10]=[C:9]([O:11][C:12]3[CH:13]=[C:14]([NH:19][C:20](=[O:33])[C:21]4[CH:26]=[CH:25][CH:24]=[C:23]([C:27]([C:30]#[N:31])([CH3:29])[CH3:28])[C:22]=4[Cl:32])[CH:15]=[CH:16][C:17]=3[F:18])[CH:8]=[CH:7][C:5]=2[N:6]=1)(=[O:36])[CH3:35]. The catalyst class is: 54. (3) The catalyst class is: 13. Product: [Cl:23][C:21]1[CH:20]=[CH:19][C:18]([O:24][CH2:25][C:26]2[CH:27]=[CH:28][C:29]([O:32][CH3:33])=[CH:30][CH:31]=2)=[C:17]([C:12]2[N:11]([C:9]3[CH:8]=[N:7][CH:6]=[C:5]([CH:10]=3)[C:4]([OH:34])=[O:3])[C:15]([CH3:16])=[CH:14][CH:13]=2)[CH:22]=1. Reactant: C([O:3][C:4](=[O:34])[C:5]1[CH:10]=[C:9]([N:11]2[C:15]([CH3:16])=[CH:14][CH:13]=[C:12]2[C:17]2[CH:22]=[C:21]([Cl:23])[CH:20]=[CH:19][C:18]=2[O:24][CH2:25][C:26]2[CH:31]=[CH:30][C:29]([O:32][CH3:33])=[CH:28][CH:27]=2)[CH:8]=[N:7][CH:6]=1)C.C(O)C.